Dataset: Catalyst prediction with 721,799 reactions and 888 catalyst types from USPTO. Task: Predict which catalyst facilitates the given reaction. (1) Reactant: COC1C=CC(C[O:8][C:9]2[C:18]3[C:13](=[CH:14][C:15]([N:19]4[CH2:24][CH2:23][O:22][CH2:21][CH2:20]4)=[CH:16][CH:17]=3)[N:12]=[CH:11][N:10]=2)=CC=1. Product: [N:19]1([C:15]2[CH:14]=[C:13]3[C:18]([C:9](=[O:8])[NH:10][CH:11]=[N:12]3)=[CH:17][CH:16]=2)[CH2:24][CH2:23][O:22][CH2:21][CH2:20]1. The catalyst class is: 89. (2) Reactant: [I:1]I.I([O-])(=O)(=O)=O.[Na+].[CH3:9][O:10][C:11]([C:13]1[NH:14][C:15]2[C:20]([C:21]=1[Cl:22])=[CH:19][CH:18]=[CH:17][C:16]=2[C:23]([F:26])([F:25])[F:24])=[O:12]. Product: [CH3:9][O:10][C:11]([C:13]1[NH:14][C:15]2[C:20]([C:21]=1[Cl:22])=[CH:19][C:18]([I:1])=[CH:17][C:16]=2[C:23]([F:26])([F:24])[F:25])=[O:12]. The catalyst class is: 82. (3) Reactant: [CH3:1][C@H:2]1[CH2:7][CH2:6][C@H:5]([C:8]([N:10]([CH:34]([CH3:36])[CH3:35])[C:11]2[CH:15]=[C:14]([C:16]3[CH:21]=[CH:20][C:19]([C:22]4[CH:30]=[C:25]5[N:26]=[CH:27][CH:28]=[CH:29][N:24]5[N:23]=4)=[CH:18][CH:17]=3)[S:13][C:12]=2[C:31]([OH:33])=[O:32])=[O:9])[CH2:4][CH2:3]1.[OH-].[Na+:38]. Product: [CH3:1][C@H:2]1[CH2:7][CH2:6][C@H:5]([C:8]([N:10]([CH:34]([CH3:36])[CH3:35])[C:11]2[CH:15]=[C:14]([C:16]3[CH:17]=[CH:18][C:19]([C:22]4[CH:30]=[C:25]5[N:26]=[CH:27][CH:28]=[CH:29][N:24]5[N:23]=4)=[CH:20][CH:21]=3)[S:13][C:12]=2[C:31]([O-:33])=[O:32])=[O:9])[CH2:4][CH2:3]1.[Na+:38]. The catalyst class is: 32. (4) Reactant: [Cl:1][C:2]1[CH:3]=[C:4]([CH:16]=[CH:17][C:18]=1[Cl:19])[CH2:5][C:6]1[CH:7]=[N:8][C:9]2[N:10]([N:12]=[CH:13][C:14]=2[NH2:15])[CH:11]=1.[C:20]([CH2:22][C:23](O)=[O:24])#[N:21].C(N=C=NC(C)C)(C)C. Product: [C:20]([CH2:22][C:23]([NH:15][C:14]1[CH:13]=[N:12][N:10]2[CH:11]=[C:6]([CH2:5][C:4]3[CH:16]=[CH:17][C:18]([Cl:19])=[C:2]([Cl:1])[CH:3]=3)[CH:7]=[N:8][C:9]=12)=[O:24])#[N:21]. The catalyst class is: 1.